Task: Predict the reaction yield, written as a fraction of the theoretical maximum amount of product (1.0 means a 100% yield; for example, 0.34 means a 34% yield).. Dataset: Reaction yield outcomes from USPTO patents with 853,638 reactions (1) The reactants are I[C:2]1[C:3](=[O:17])[NH:4][C:5](=[O:16])[N:6]([CH:15]=1)[C@@H:7]1[O:14][C@H:11]([CH2:12][OH:13])[C@@H:9]([OH:10])[CH2:8]1.N(CCCC)(CCCC)CCCC.[CH3:31][O:32][C:33](=[O:36])[CH:34]=[CH2:35]. The catalyst is CC([O-])=O.CC([O-])=O.[Pd+2].CN(C=O)C. The product is [C:33](/[CH:34]=[CH:35]/[C:2]1[C:3](=[O:17])[NH:4][C:5](=[O:16])[N:6]([CH:15]=1)[C@@H:7]1[O:14][C@H:11]([CH2:12][OH:13])[C@@H:9]([OH:10])[CH2:8]1)([O:32][CH3:31])=[O:36]. The yield is 0.840. (2) The reactants are [P:1]([O:13][CH2:14][C@H:15]1[CH2:19][CH2:18][CH2:17][N:16]1[CH2:20][CH2:21][CH2:22][O:23][C:24]1[CH:33]=[C:32]2[C:27]([C:28]([NH:34][C:35]3[S:36][C:37]([CH2:40][C:41]([NH:43][C:44]4[CH:49]=[CH:48][CH:47]=[C:46]([F:50])[C:45]=4[F:51])=[O:42])=[CH:38][N:39]=3)=[N:29][CH:30]=[N:31]2)=[CH:26][C:25]=1[O:52][CH3:53])([O:8]C(C)(C)C)([O:3]C(C)(C)C)=[O:2].Cl.C1(N)C(F)=C(F)C(F)=C(N)C=1F.Cl.Cl. The product is [P:1]([OH:3])([OH:8])([O:13][CH2:14][C@H:15]1[CH2:19][CH2:18][CH2:17][N:16]1[CH2:20][CH2:21][CH2:22][O:23][C:24]1[CH:33]=[C:32]2[C:27]([C:28]([NH:34][C:35]3[S:36][C:37]([CH2:40][C:41]([NH:43][C:44]4[CH:49]=[CH:48][CH:47]=[C:46]([F:50])[C:45]=4[F:51])=[O:42])=[CH:38][N:39]=3)=[N:29][CH:30]=[N:31]2)=[CH:26][C:25]=1[O:52][CH3:53])=[O:2]. The yield is 0.720. The catalyst is O1CCOCC1. (3) The reactants are Cl[C:2]1[CH:7]=[CH:6][CH:5]=[CH:4][N:3]=1.[C:8]1([SH:14])[CH:13]=[CH:12][CH:11]=[CH:10][CH:9]=1.C([O-])([O-])=[O:16].[K+].[K+].C(O)(=O)C.[O-]Cl.[Na+].[OH-:28].[Na+]. The catalyst is O.CN(C=O)C. The product is [C:8]1([S:14]([C:2]2[CH:7]=[CH:6][CH:5]=[CH:4][N:3]=2)(=[O:16])=[O:28])[CH:13]=[CH:12][CH:11]=[CH:10][CH:9]=1. The yield is 0.860. (4) The reactants are [H-].[CH2:2]([Al+]CC(C)C)C(C)C.[CH3:11][C:12]1[CH:20]=[CH:19][C:18]([CH3:21])=[C:17]2[C:13]=1[CH2:14][O:15][C:16]2=[O:22].C(OCC)C.B(F)(F)F.CCOCC. The catalyst is C1(C)C=CC=CC=1.CO.[Cl-].[Na+].O. The product is [CH3:2][O:22][CH:16]1[C:17]2[C:13](=[C:12]([CH3:11])[CH:20]=[CH:19][C:18]=2[CH3:21])[CH2:14][O:15]1. The yield is 0.840. (5) The reactants are [C:1]1([C:7]2[S:11][C:10]([C:12]([O:14][CH2:15][CH3:16])=O)=[N:9][N:8]=2)[CH:6]=[CH:5][CH:4]=[CH:3][CH:2]=1.[CH3:17][O:18][C:19]1[CH:20]=[C:21]2[O:25][C:24]([C:26]3[N:27]=[C:28]4[N:32]([CH:33]=3)[N:31]=[C:30]([O:34][CH3:35])[S:29]4)=[CH:23][C:22]2=C(O)C=1.C1(P(C2C=CC=CC=2)C2C=CC=CC=2)C=CC=CC=1.N(C(OC(C)C)=O)=NC(OC(C)C)=O. The catalyst is C1COCC1.N(C(OC(C)C)=O)=NC(OC(C)C)=O.C(Cl)Cl.C1C=CC=CC=1. The product is [CH3:35][O:34][C:30]1[S:29][C:28]2=[N:27][C:26]([C:24]3[O:25][C:21]4[CH:20]=[C:19]([O:18][CH3:17])[CH:16]=[C:15]([O:14][CH2:12][C:10]5[S:11][C:7]([C:1]6[CH:6]=[CH:5][CH:4]=[CH:3][CH:2]=6)=[N:8][N:9]=5)[C:22]=4[CH:23]=3)=[CH:33][N:32]2[N:31]=1. The yield is 0.290. (6) The yield is 0.650. The product is [Br:1][C:2]1[C:3]([Cl:12])=[C:4]([C:8]([O:10][CH3:11])=[O:9])[S:5][CH:6]=1. The reactants are [Br:1][C:2]1[C:3]([Cl:12])=[C:4]([C:8]([O:10][CH3:11])=[O:9])[S:5][C:6]=1Br.[Li]CCCC. The catalyst is C1COCC1. (7) The reactants are [CH3:1][O:2][CH2:3][C:4]1([C:8]([N:10]2[CH2:16][C:15]3[CH:17]=[CH:18][C:19]([C:21](OC)=[O:22])=[CH:20][C:14]=3[O:13][CH2:12][C@@H:11]2[CH3:25])=[O:9])[CH2:7]CC1.[OH-:26].[Na+].[NH2:28]O.C1[CH2:34][O:33]CC1.CO. No catalyst specified. The product is [OH:26][NH:28][C:21]([C:19]1[CH:18]=[CH:17][C:15]2[CH2:16][N:10]([C:8]([C:4]3([CH2:3][O:2][CH3:1])[CH2:34][O:33][CH2:7]3)=[O:9])[C@@H:11]([CH3:25])[CH2:12][O:13][C:14]=2[CH:20]=1)=[O:22]. The yield is 0.310. (8) The reactants are CN(C(ON1N=NC2C=CC=NC1=2)=[N+](C)C)C.F[P-](F)(F)(F)(F)F.[F:25][C:26]1[CH:27]=[C:28]([C:33]2[CH:38]=[CH:37][C:36]([C:39]([OH:41])=O)=[C:35]([N+:42]([O-:44])=[O:43])[CH:34]=2)[CH:29]=[CH:30][C:31]=1[F:32].Cl.[NH2:46][C@@H:47]([CH:55]1[CH2:60][CH2:59][CH2:58][CH2:57][CH2:56]1)[C:48]([O:50][C:51]([CH3:54])([CH3:53])[CH3:52])=[O:49].C(N(C(C)C)CC)(C)C. The catalyst is CN(C=O)C.CCCCCC.C(OCC)(=O)C. The product is [CH:55]1([C@H:47]([NH:46][C:39]([C:36]2[CH:37]=[CH:38][C:33]([C:28]3[CH:29]=[CH:30][C:31]([F:32])=[C:26]([F:25])[CH:27]=3)=[CH:34][C:35]=2[N+:42]([O-:44])=[O:43])=[O:41])[C:48]([O:50][C:51]([CH3:53])([CH3:52])[CH3:54])=[O:49])[CH2:60][CH2:59][CH2:58][CH2:57][CH2:56]1. The yield is 0.790. (9) The reactants are [NH2:1][CH2:2][CH2:3][C:4]1[C:12]2[C:7](=[CH:8][CH:9]=[CH:10][CH:11]=2)[NH:6][CH:5]=1.C(=O)(OC(C)(C)C)OC(C)(C)C.C([O-])([O-])=O.[K+].[K+].ClC1N=C2N(C=1[S:40](Cl)(=[O:42])=[O:41])C=CS2.CC(C)([O-])C.[K+].C([O-])(O)=O.[Na+]. The catalyst is C1COCC1.O.CC(C)=O. The product is [S:40](=[C:10]1[CH:11]=[C:12]2[C:7](=[N:6][CH:5]=[C:4]2[CH2:3][CH2:2][NH2:1])[CH:8]=[CH:9]1)(=[O:42])=[O:41]. The yield is 0.600. (10) The reactants are [F:1][C:2]1[CH:11]=[C:10]([F:12])[CH:9]=[C:8]2[C:3]=1[CH:4]=[CH:5][C:6]([C:13](=O)[CH3:14])=[CH:7]2.C([O-])(=O)C.[NH4+].C([BH3-])#[N:22].[Na+]. The catalyst is CO. The product is [F:1][C:2]1[CH:11]=[C:10]([F:12])[CH:9]=[C:8]2[C:3]=1[CH:4]=[CH:5][C:6]([CH:13]([NH2:22])[CH3:14])=[CH:7]2. The yield is 0.380.